This data is from Forward reaction prediction with 1.9M reactions from USPTO patents (1976-2016). The task is: Predict the product of the given reaction. Given the reactants [NH2:1][C:2]1[CH:10]=[CH:9][C:8]([F:11])=[CH:7][C:3]=1[C:4]([OH:6])=O.O=S(Cl)Cl.[Cl:16][C:17]1[CH:23]=[CH:22][CH:21]=[CH:20][C:18]=1[NH2:19].C(Cl)(Cl)Cl, predict the reaction product. The product is: [NH2:1][C:2]1[CH:10]=[CH:9][C:8]([F:11])=[CH:7][C:3]=1[C:4]([NH:19][C:18]1[CH:20]=[CH:21][CH:22]=[CH:23][C:17]=1[Cl:16])=[O:6].